Dataset: Reaction yield outcomes from USPTO patents with 853,638 reactions. Task: Predict the reaction yield, written as a fraction of the theoretical maximum amount of product (1.0 means a 100% yield; for example, 0.34 means a 34% yield). (1) The product is [S:1](=[C:4]1[N:9]([C:10]([N:12]2[CH2:13][CH2:14][O:15][CH2:16][CH2:17]2)=[O:11])[CH2:8][CH2:7][NH:6][C@@H:5]1[C:18]([NH2:21])=[O:20])(=[O:2])=[O:3]. The catalyst is CN(C=O)C. The yield is 0.590. The reactants are [S:1](=[C:4]1[N:9]([C:10]([N:12]2[CH2:17][CH2:16][O:15][CH2:14][CH2:13]2)=[O:11])[CH2:8][CH2:7][NH:6][C@@H:5]1[C:18]([O-:20])=O)(=[O:3])=[O:2].[NH2:21]O.Cl. (2) The yield is 0.741. The catalyst is O1CCCC1.[Cl-].[NH4+].O. The product is [Cl:1][C:2]1[N:3]=[C:4]([Cl:11])[C:5]2[CH:10]=[CH:9][N:8]([CH3:15])[C:6]=2[N:7]=1. The reactants are [Cl:1][C:2]1[N:3]=[C:4]([Cl:11])[C:5]2[CH:10]=[CH:9][NH:8][C:6]=2[N:7]=1.[H-].[Na+].I[CH3:15]. (3) The catalyst is C1(C)C=CC=CC=1. The yield is 0.915. The reactants are [C:1]([OH:5])(=[O:4])[CH:2]=[CH2:3].S(=O)(=O)(O)O.[CH2:11]=[C:12]1[CH:19]2[CH2:20][CH:15]3[CH2:16][CH:17]([CH2:21][CH:13]1[CH2:14]3)[CH2:18]2.[OH-].[Na+]. The product is [C:1]([O:5][C:12]1([CH3:11])[CH:13]2[CH2:21][CH:17]3[CH2:16][CH:15]([CH2:20][CH:19]1[CH2:18]3)[CH2:14]2)(=[O:4])[CH:2]=[CH2:3]. (4) The reactants are NC1C=C[C:9]([Br:12])=[CH:8][C:3]=1C(OC)=O.N([O-])=O.[Na+].[S:17](=[O:19])=[O:18].[NH3:20].[CH2:21]1[CH2:25][O:24][CH2:23][CH2:22]1. The catalyst is Cl.O.CO.[Cu]Cl. The product is [Br:12][C:9]1[CH:23]=[CH:22][C:21]2[C:25](=[O:24])[NH:20][S:17](=[O:19])(=[O:18])[C:3]=2[CH:8]=1. The yield is 0.0900. (5) The reactants are [CH2:1]([O:8][C:9]1[CH:14]=[CH:13][C:12]([F:15])=[CH:11][C:10]=1[F:16])[C:2]1[CH:7]=[CH:6][CH:5]=[CH:4][CH:3]=1.[C:17](=O)=[O:18].CC(C)=O.C([Li])CCC.CN(C)C=O. The catalyst is O1CCCC1.O. The product is [CH2:1]([O:8][C:9]1[C:10]([F:16])=[C:11]([C:12]([F:15])=[CH:13][CH:14]=1)[CH:17]=[O:18])[C:2]1[CH:3]=[CH:4][CH:5]=[CH:6][CH:7]=1. The yield is 0.740. (6) The reactants are [F:1][C:2]1[CH:3]=[CH:4][C:5]2[C:9]([CH:10]3[CH2:15][CH2:14][N:13]([CH2:16][CH2:17][CH2:18][N:19]4[C:27]5[CH2:26][CH2:25][N:24]([S:28]([CH3:31])(=[O:30])=[O:29])[CH2:23][C:22]=5[C:21]([C:32]5[CH:37]=[CH:36][C:35]([C:38]([F:41])([F:40])[F:39])=[CH:34][CH:33]=5)=[N:20]4)[CH2:12][CH2:11]3)=[C:8]([C:42]([OH:44])=O)[S:7][C:6]=2[CH:45]=1.CN(C(ON1N=NC2C=CC=CC1=2)=[N+](C)C)C.F[P-](F)(F)(F)(F)F.CCN(C(C)C)C(C)C.[NH2:79][CH2:80][CH2:81][N:82]1[CH2:87][CH2:86][O:85][CH2:84][CH2:83]1. The catalyst is CN(C=O)C. The product is [N:82]1([CH2:81][CH2:80][NH:79][C:42]([C:8]2[S:7][C:6]3[CH:45]=[C:2]([F:1])[CH:3]=[CH:4][C:5]=3[C:9]=2[CH:10]2[CH2:11][CH2:12][N:13]([CH2:16][CH2:17][CH2:18][N:19]3[C:27]4[CH2:26][CH2:25][N:24]([S:28]([CH3:31])(=[O:29])=[O:30])[CH2:23][C:22]=4[C:21]([C:32]4[CH:37]=[CH:36][C:35]([C:38]([F:41])([F:39])[F:40])=[CH:34][CH:33]=4)=[N:20]3)[CH2:14][CH2:15]2)=[O:44])[CH2:87][CH2:86][O:85][CH2:84][CH2:83]1. The yield is 0.650. (7) The reactants are COC1C=CC(C[N:8](CC2C=CC(OC)=CC=2)[C:9]2[N:14]=[C:13]([C:15]3([NH:18][C:19]([C:21]4([NH:24][C:25]([C:27]5[N:31]6[C@:32]([CH3:56])([CH2:44][C:45]7[CH:50]=[CH:49][C:48]([O:51][C:52]([F:55])([F:54])[F:53])=[CH:47][CH:46]=7)[C:33](=[O:43])[N:34]([C:35]7[CH:40]=[C:39]([Cl:41])[CH:38]=[C:37]([Cl:42])[CH:36]=7)[C:30]6=[N:29][CH:28]=5)=[O:26])[CH2:23][CH2:22]4)=[O:20])[CH2:17][CH2:16]3)[CH:12]=[CH:11][CH:10]=2)=CC=1. The catalyst is FC(F)(F)C(O)=O. The product is [NH2:8][C:9]1[N:14]=[C:13]([C:15]2([NH:18][C:19]([C:21]3([NH:24][C:25]([C:27]4[N:31]5[C@:32]([CH3:56])([CH2:44][C:45]6[CH:46]=[CH:47][C:48]([O:51][C:52]([F:53])([F:55])[F:54])=[CH:49][CH:50]=6)[C:33](=[O:43])[N:34]([C:35]6[CH:40]=[C:39]([Cl:41])[CH:38]=[C:37]([Cl:42])[CH:36]=6)[C:30]5=[N:29][CH:28]=4)=[O:26])[CH2:22][CH2:23]3)=[O:20])[CH2:17][CH2:16]2)[CH:12]=[CH:11][CH:10]=1. The yield is 0.510.